Dataset: Catalyst prediction with 721,799 reactions and 888 catalyst types from USPTO. Task: Predict which catalyst facilitates the given reaction. (1) Reactant: Cl.FC1C=C(C=CC=1)CN1C=C(C2C3C(=NC=C(C4C=CC(C5CCNCC5)=CC=4)C=3)N(S(C3C=CC(C)=CC=3)(=O)=O)C=2)C=N1.[F:46][C:47]1[CH:48]=[C:49]([CH:91]=[CH:92][CH:93]=1)[CH2:50][N:51]1[CH:55]=[C:54]([C:56]2[C:64]3[C:59](=[N:60][CH:61]=[C:62]([C:65]4[CH:66]=[N:67][C:68]([N:71]5[CH2:76][CH2:75][N:74]([CH2:77][CH2:78][O:79][CH3:80])[CH2:73][CH2:72]5)=[CH:69][CH:70]=4)[CH:63]=3)[N:58](S(C3C=CC(C)=CC=3)(=O)=O)[CH:57]=2)[CH:53]=[N:52]1.[OH-].[Li+]. Product: [F:46][C:47]1[CH:48]=[C:49]([CH:91]=[CH:92][CH:93]=1)[CH2:50][N:51]1[CH:55]=[C:54]([C:56]2[C:64]3[C:59](=[N:60][CH:61]=[C:62]([C:65]4[CH:66]=[N:67][C:68]([N:71]5[CH2:72][CH2:73][N:74]([CH2:77][CH2:78][O:79][CH3:80])[CH2:75][CH2:76]5)=[CH:69][CH:70]=4)[CH:63]=3)[NH:58][CH:57]=2)[CH:53]=[N:52]1. The catalyst class is: 87. (2) Reactant: [Br:1][C:2]1[S:6][C:5]([CH:7]=O)=[CH:4][CH:3]=1.C(O)(=O)[CH2:10][C:11]([OH:13])=[O:12].N1CCCCC1.Cl. Product: [Br:1][C:2]1[S:6][C:5]([CH:7]=[CH:10][C:11]([OH:13])=[O:12])=[CH:4][CH:3]=1. The catalyst class is: 300. (3) Reactant: [N+:1]([C:4]1[CH:5]=[C:6]2[C:10](=[CH:11][CH:12]=1)[NH:9][N:8]=[CH:7]2)([O-:3])=[O:2].C(=O)([O-])[O-].[K+].[K+].Cl.Cl[CH2:21][CH2:22][N:23]1[CH2:28][CH2:27][CH2:26][CH2:25][CH2:24]1. Product: [N+:1]([C:4]1[CH:5]=[C:6]2[C:10](=[CH:11][CH:12]=1)[N:9]([CH2:21][CH2:22][N:23]1[CH2:28][CH2:27][CH2:26][CH2:25][CH2:24]1)[N:8]=[CH:7]2)([O-:3])=[O:2]. The catalyst class is: 3. (4) Product: [F:1][C:2]1[CH:7]=[CH:6][C:5]([C:8]2[N:21]=[C:22]([C:23]3[CH:28]=[CH:27][CH:26]=[CH:25][CH:24]=3)[N:30]([CH2:31][CH2:32][C@H:33]3[O:38][B:37]([C:39]4[CH:40]=[CH:41][CH:42]=[CH:43][CH:44]=4)[O:36][C@@H:35]([CH2:45][C:46]([O:48][C:49]([CH3:52])([CH3:51])[CH3:50])=[O:47])[CH2:34]3)[C:9]=2[C:10]2[CH:15]=[CH:14][N:13]=[C:12]([S:16][CH2:17][CH2:18][CH3:19])[N:11]=2)=[CH:4][CH:3]=1. Reactant: [F:1][C:2]1[CH:7]=[CH:6][C:5]([CH:8]([NH:21][C:22](=O)[C:23]2[CH:28]=[CH:27][CH:26]=[CH:25][CH:24]=2)[C:9](=O)[C:10]2[CH:15]=[CH:14][N:13]=[C:12]([S:16][CH2:17][CH2:18][CH3:19])[N:11]=2)=[CH:4][CH:3]=1.[NH2:30][CH2:31][CH2:32][C@H:33]1[O:38][B:37]([C:39]2[CH:44]=[CH:43][CH:42]=[CH:41][CH:40]=2)[O:36][C@@H:35]([CH2:45][C:46]([O:48][C:49]([CH3:52])([CH3:51])[CH3:50])=[O:47])[CH2:34]1.C(O)(=O)C. The catalyst class is: 8. (5) Reactant: [Cl:1][C:2]1[CH:3]=[C:4]([CH2:9][N:10]2[C:14]([CH3:15])=[C:13]([C:16]([OH:18])=O)[N:12]=[N:11]2)[CH:5]=[CH:6][C:7]=1[Cl:8].[NH2:19][C:20]1[O:21][C:22]([C:25]([O:27][CH2:28][CH3:29])=[O:26])=[CH:23][N:24]=1.C1C=CC2N(O)N=NC=2C=1.CCN=C=NCCCN(C)C.CCN(CC)CC. Product: [Cl:1][C:2]1[CH:3]=[C:4]([CH2:9][N:10]2[C:14]([CH3:15])=[C:13]([C:16]([NH:19][C:20]3[O:21][C:22]([C:25]([O:27][CH2:28][CH3:29])=[O:26])=[CH:23][N:24]=3)=[O:18])[N:12]=[N:11]2)[CH:5]=[CH:6][C:7]=1[Cl:8]. The catalyst class is: 3. (6) The catalyst class is: 8. Reactant: [CH2:1]([O:3][C:4](=[O:16])[C:5]1[CH:10]=[C:9]([F:11])[C:8]([S:12][CH2:13][CH3:14])=[N:7][C:6]=1Cl)[CH3:2].[CH3:17][O:18][C:19]1[CH:26]=[CH:25][C:22]([CH2:23][NH2:24])=[CH:21][CH:20]=1. Product: [CH2:1]([O:3][C:4](=[O:16])[C:5]1[CH:10]=[C:9]([F:11])[C:8]([S:12][CH2:13][CH3:14])=[N:7][C:6]=1[NH:24][CH2:23][C:22]1[CH:25]=[CH:26][C:19]([O:18][CH3:17])=[CH:20][CH:21]=1)[CH3:2]. (7) Reactant: [NH2:1][C:2]1[NH:3][C:4](=[O:21])[C:5]2[C:10]([C:11]3[C:16]([CH3:17])=[CH:15][C:14]([CH3:18])=[CH:13][C:12]=3[CH3:19])=[CH:9][N:8]([CH3:20])[C:6]=2[N:7]=1.[CH3:22]N(C)C=O.[H-].[Na+].CI. Product: [NH2:1][C:2]1[N:3]([CH3:22])[C:4](=[O:21])[C:5]2[C:10]([C:11]3[C:16]([CH3:17])=[CH:15][C:14]([CH3:18])=[CH:13][C:12]=3[CH3:19])=[CH:9][N:8]([CH3:20])[C:6]=2[N:7]=1. The catalyst class is: 6.